Dataset: Full USPTO retrosynthesis dataset with 1.9M reactions from patents (1976-2016). Task: Predict the reactants needed to synthesize the given product. (1) Given the product [Cl:20][C:21]1[CH:44]=[CH:43][C:24]([CH2:25][N:26]2[C:30]([CH3:31])=[C:29]([C:32]3[CH:33]=[CH:34][C:35]([C:38]#[N:39])=[CH:36][CH:37]=3)[C:28]([C:40]#[N:41])=[C:27]2[CH3:42])=[CH:23][C:22]=1[CH:45]([OH:46])[C:48]([F:53])([F:52])[F:47], predict the reactants needed to synthesize it. The reactants are: O.[F-].C([N+](CCCC)(CCCC)CCCC)CCC.[Cl:20][C:21]1[CH:44]=[CH:43][C:24]([CH2:25][N:26]2[C:30]([CH3:31])=[C:29]([C:32]3[CH:37]=[CH:36][C:35]([C:38]#[N:39])=[CH:34][CH:33]=3)[C:28]([C:40]#[N:41])=[C:27]2[CH3:42])=[CH:23][C:22]=1[CH:45]=[O:46].[F:47][C:48]([F:53])([F:52])[SiH](C)C.Cl. (2) Given the product [Br:1][C:2]1[C:7]([F:8])=[C:6]([Cl:9])[CH:5]=[CH:4][C:3]=1[CH2:10][CH2:11][O:12][Si:21]([C:24]([CH3:27])([CH3:26])[CH3:25])([CH3:23])[CH3:22], predict the reactants needed to synthesize it. The reactants are: [Br:1][C:2]1[C:7]([F:8])=[C:6]([Cl:9])[CH:5]=[CH:4][C:3]=1[CH2:10][CH2:11][OH:12].C(Cl)Cl.N1C=CN=C1.[Si:21](Cl)([C:24]([CH3:27])([CH3:26])[CH3:25])([CH3:23])[CH3:22]. (3) Given the product [ClH:36].[ClH:36].[CH:1]1([CH2:4][NH:5][C@@H:13]2[CH2:15][C@H:14]2[C:16]2[CH:17]=[C:18]([CH:19]=[CH:20][CH:21]=2)[C:22]([NH:23][CH:24]2[CH2:29][CH2:28][N:27]([CH2:30][C:31]([F:34])([F:33])[F:32])[CH2:26][CH2:25]2)=[O:35])[CH2:2][CH2:3]1, predict the reactants needed to synthesize it. The reactants are: [CH:1]1([CH2:4][N:5]([C@@H:13]2[CH2:15][C@H:14]2[C:16]2[CH:21]=[CH:20][CH:19]=[C:18]([C:22](=[O:35])[NH:23][CH:24]3[CH2:29][CH2:28][N:27]([CH2:30][C:31]([F:34])([F:33])[F:32])[CH2:26][CH2:25]3)[CH:17]=2)C(=O)OC(C)(C)C)[CH2:3][CH2:2]1.[ClH:36].C(OCC)(=O)C. (4) Given the product [O:11]1[CH:12]=[CH:13][CH:14]=[C:10]1[CH2:9][N:8]([CH2:15][C:16]1[CH:21]=[CH:20][C:19]([S:22][C:23]([CH3:32])([CH3:31])[C:24]([O:26][C:27]([CH3:30])([CH3:29])[CH3:28])=[O:25])=[CH:18][CH:17]=1)[C:4]1[CH:3]=[C:2]([C:39]2[CH:38]=[CH:37][CH:36]=[C:35]([C:34]([F:45])([F:44])[F:33])[CH:40]=2)[N:7]=[CH:6][N:5]=1, predict the reactants needed to synthesize it. The reactants are: Cl[C:2]1[N:7]=[CH:6][N:5]=[C:4]([N:8]([CH2:15][C:16]2[CH:21]=[CH:20][C:19]([S:22][C:23]([CH3:32])([CH3:31])[C:24]([O:26][C:27]([CH3:30])([CH3:29])[CH3:28])=[O:25])=[CH:18][CH:17]=2)[CH2:9][C:10]2[O:11][CH:12]=[CH:13][CH:14]=2)[CH:3]=1.[F:33][C:34]([F:45])([F:44])[C:35]1[CH:36]=[C:37](B(O)O)[CH:38]=[CH:39][CH:40]=1.C(=O)([O-])[O-].[K+].[K+].